Dataset: Catalyst prediction with 721,799 reactions and 888 catalyst types from USPTO. Task: Predict which catalyst facilitates the given reaction. (1) Reactant: C([O:3][C:4]([C:6]1[N:7]=[C:8]([NH:11][C:12](=[O:30])[CH:13]([C:20]2[CH:25]=[CH:24][C:23]([S:26]([CH3:29])(=[O:28])=[O:27])=[CH:22][CH:21]=2)[CH2:14][CH:15]2[CH2:19][CH2:18][CH2:17][CH2:16]2)[S:9][CH:10]=1)=O)C.[H-].[Al+3].[Li+].[H-].[H-].[H-]. Product: [CH:15]1([CH2:14][CH:13]([C:20]2[CH:25]=[CH:24][C:23]([S:26]([CH3:29])(=[O:28])=[O:27])=[CH:22][CH:21]=2)[C:12]([NH:11][C:8]2[S:9][CH:10]=[C:6]([CH2:4][OH:3])[N:7]=2)=[O:30])[CH2:16][CH2:17][CH2:18][CH2:19]1. The catalyst class is: 27. (2) Reactant: [CH3:1][N:2]1[CH:6]=[C:5]([N:7]2[C:11](=[O:12])[NH:10][N:9]=[N:8]2)[C:4]([CH3:13])=[N:3]1.[C:14](=O)([O-])[O-].[K+].[K+].S(OC)(OC)(=O)=O.C(=O)(O)[O-].[Na+]. Product: [CH3:1][N:2]1[CH:6]=[C:5]([N:7]2[C:11](=[O:12])[N:10]([CH3:14])[N:9]=[N:8]2)[C:4]([CH3:13])=[N:3]1. The catalyst class is: 9. (3) Reactant: [O-2].[Ca+2:2].[OH-].[Ca+2].[OH-].[C:6](=[O:9])([OH:8])[O-:7]. The catalyst class is: 6. Product: [C:6](=[O:7])([OH:9])[O-:8].[Ca+2:2].[C:6](=[O:7])([OH:9])[O-:8]. (4) Reactant: Cl[C:2]1[N:7]=[CH:6][C:5]([S:8]([N:11]2[CH2:20][CH2:19][C:18]3[C@:13]([CH2:31][O:32][CH3:33])([CH2:14][C:15]4[CH:23]=[N:22][N:21]([C:24]5[CH:29]=[CH:28][C:27]([F:30])=[CH:26][CH:25]=5)[C:16]=4[CH:17]=3)[CH2:12]2)(=[O:10])=[O:9])=[CH:4][CH:3]=1.C(N(C(C)C)CC)(C)C.Cl.[F:44][C@@H:45]1[CH2:49][CH2:48][NH:47][CH2:46]1. Product: [F:30][C:27]1[CH:28]=[CH:29][C:24]([N:21]2[C:16]3[CH:17]=[C:18]4[C@:13]([CH2:31][O:32][CH3:33])([CH2:14][C:15]=3[CH:23]=[N:22]2)[CH2:12][N:11]([S:8]([C:5]2[CH:6]=[N:7][C:2]([N:47]3[CH2:48][CH2:49][C@@H:45]([F:44])[CH2:46]3)=[CH:3][CH:4]=2)(=[O:10])=[O:9])[CH2:20][CH2:19]4)=[CH:25][CH:26]=1. The catalyst class is: 115. (5) Reactant: [Cl:1][C:2]1[N:7]=[C:6](Cl)[CH:5]=[C:4]([C:9]([O:11][CH3:12])=[O:10])[N:3]=1.[CH:13]1([NH2:19])[CH2:18][CH2:17][CH2:16][CH2:15][CH2:14]1.C(N(CC)CC)C.O. Product: [Cl:1][C:2]1[N:3]=[C:4]([C:9]([O:11][CH3:12])=[O:10])[CH:5]=[C:6]([NH:19][CH:13]2[CH2:18][CH2:17][CH2:16][CH2:15][CH2:14]2)[N:7]=1. The catalyst class is: 1. (6) Reactant: [OH:1][N:2]1[C:7]([CH3:9])([CH3:8])[CH2:6][CH:5]([O:10][C:11](=[O:18])[C:12]2[CH:17]=[CH:16][CH:15]=[CH:14][CH:13]=2)[CH2:4][C:3]1([CH3:20])[CH3:19].[C:21]1([CH3:37])[CH:26]=[CH:25][C:24]([N:27]=[C:28]=[N:29][C:30]2[CH:35]=[CH:34][C:33]([CH3:36])=[CH:32][CH:31]=2)=[CH:23][CH:22]=1. Product: [C:33]1([CH3:36])[CH:34]=[CH:35][C:30]([NH:29][C:28]([O:1][N:2]2[C:7]([CH3:9])([CH3:8])[CH2:6][CH:5]([O:10][C:11](=[O:18])[C:12]3[CH:17]=[CH:16][CH:15]=[CH:14][CH:13]=3)[CH2:4][C:3]2([CH3:20])[CH3:19])=[N:27][C:24]2[CH:23]=[CH:22][C:21]([CH3:37])=[CH:26][CH:25]=2)=[CH:31][CH:32]=1. The catalyst class is: 1.